Predict the reaction yield, written as a fraction of the theoretical maximum amount of product (1.0 means a 100% yield; for example, 0.34 means a 34% yield). From a dataset of Reaction yield outcomes from USPTO patents with 853,638 reactions. (1) The reactants are [CH2:1]([N:8]1[C:21](=[O:22])[C:20]2[C:15](=[CH:16][CH:17]=[CH:18][CH:19]=2)[C:14]2[CH:13]=[C:12]([C:23]#N)[CH:11]=[CH:10][C:9]1=2)[C:2]1[CH:7]=[CH:6][CH:5]=[CH:4][CH:3]=1.C(O)=[O:26]. The catalyst is [Ni]. The product is [CH2:1]([N:8]1[C:21](=[O:22])[C:20]2[C:15](=[CH:16][CH:17]=[CH:18][CH:19]=2)[C:14]2[CH:13]=[C:12]([CH:23]=[O:26])[CH:11]=[CH:10][C:9]1=2)[C:2]1[CH:7]=[CH:6][CH:5]=[CH:4][CH:3]=1. The yield is 0.800. (2) The reactants are [N:1]([CH2:4][CH:5]1[CH2:9][C:8]2[CH:10]=[CH:11][CH:12]=[C:13]([C:14]3[CH:19]=[CH:18][CH:17]=[C:16]([O:20][CH3:21])[CH:15]=3)[C:7]=2[O:6]1)=[N+]=[N-]. The catalyst is [Pd]. The product is [CH3:21][O:20][C:16]1[CH:15]=[C:14]([C:13]2[C:7]3[O:6][CH:5]([CH2:4][NH2:1])[CH2:9][C:8]=3[CH:10]=[CH:11][CH:12]=2)[CH:19]=[CH:18][CH:17]=1. The yield is 0.800. (3) The reactants are O=P12OP3(OP(OP(O3)(O1)=O)(=O)O2)=O.O[C:16]([CH3:27])([CH2:18][CH2:19][CH2:20][C:21]1[CH:26]=[CH:25][CH:24]=[CH:23][CH:22]=1)[CH3:17]. The catalyst is CS(O)(=O)=O. The product is [CH3:17][C:16]1([CH3:27])[C:26]2[C:21](=[CH:22][CH:23]=[CH:24][CH:25]=2)[CH2:20][CH2:19][CH2:18]1. The yield is 0.900. (4) The reactants are [O:1]=[C:2]1[CH:11]=[CH:10][C:9]2[CH:8]=[CH:7][C:6]3[O:12][CH2:13][CH2:14][O:15][C:5]=3[C:4]=2[N:3]1[CH2:16][CH:17]=O.[NH:19]1[CH2:24][CH2:23][CH:22]([NH:25][C:26](=[O:32])[O:27][C:28]([CH3:31])([CH3:30])[CH3:29])[CH2:21][CH2:20]1.[BH-](OC(C)=O)(OC(C)=O)OC(C)=O.[Na+]. The catalyst is C(Cl)(Cl)Cl.CO. The product is [O:1]=[C:2]1[CH:11]=[CH:10][C:9]2[CH:8]=[CH:7][C:6]3[O:12][CH2:13][CH2:14][O:15][C:5]=3[C:4]=2[N:3]1[CH2:16][CH2:17][N:19]1[CH2:20][CH2:21][CH:22]([NH:25][C:26](=[O:32])[O:27][C:28]([CH3:30])([CH3:29])[CH3:31])[CH2:23][CH2:24]1. The yield is 0.380. (5) The reactants are [N:1]1[C:10]2[C:5](=[CH:6][CH:7]=[CH:8][CH:9]=2)[CH:4]=[C:3](B(O)O)[CH:2]=1.FC(F)(F)S(O[C:20]1[CH2:25][CH2:24][N:23]([C:26]([O:28][C:29]([CH3:32])([CH3:31])[CH3:30])=[O:27])[CH2:22][CH:21]=1)(=O)=O.C(=O)(O)[O-].[Na+].[Cl-].[Li+]. The catalyst is C1(C)C=CC=CC=1.C(O)C.C(OCC)(=O)C.C1C=CC([P]([Pd]([P](C2C=CC=CC=2)(C2C=CC=CC=2)C2C=CC=CC=2)([P](C2C=CC=CC=2)(C2C=CC=CC=2)C2C=CC=CC=2)[P](C2C=CC=CC=2)(C2C=CC=CC=2)C2C=CC=CC=2)(C2C=CC=CC=2)C2C=CC=CC=2)=CC=1. The product is [N:1]1[C:10]2[C:5](=[CH:6][CH:7]=[CH:8][CH:9]=2)[CH:4]=[C:3]([C:20]2[CH2:25][CH2:24][N:23]([C:26]([O:28][C:29]([CH3:32])([CH3:31])[CH3:30])=[O:27])[CH2:22][CH:21]=2)[CH:2]=1. The yield is 0.760. (6) The reactants are [Cl:1][C:2]1[N:7]=[CH:6][C:5]([CH2:8][N:9]2[CH:14]=[CH:13][CH:12]=[CH:11][C:10]2=[N:15][C:16](=S)[C:17]([F:20])([F:19])[F:18])=[CH:4][CH:3]=1.[CH3:22][NH2:23]. The catalyst is CO.C(=O)([O-])[O-].[Ag+2]. The product is [Cl:1][C:2]1[N:7]=[CH:6][C:5]([CH2:8][N:9]2[CH:14]=[CH:13][CH:12]=[CH:11][C:10]2=[N:15][C:16](=[N:23][CH3:22])[C:17]([F:20])([F:19])[F:18])=[CH:4][CH:3]=1. The yield is 0.560. (7) The catalyst is ClC(Cl)C. The yield is 0.800. The reactants are S(Cl)(Cl)=O.[Cl:5][C:6]1[C:14]([Cl:15])=[CH:13][CH:12]=[CH:11][C:7]=1[C:8]([OH:10])=O.[Al+3].[Cl-].[Cl-].[Cl-].[CH:20]1C=CC=C[CH:21]=1. The product is [Cl:15][C:14]1[C:6]([Cl:5])=[C:7]2[C:11]([CH2:20][CH2:21][C:8]2=[O:10])=[CH:12][CH:13]=1.